Dataset: Forward reaction prediction with 1.9M reactions from USPTO patents (1976-2016). Task: Predict the product of the given reaction. (1) Given the reactants [O:1]1[CH2:6][CH2:5][N:4]([CH2:7][CH2:8][OH:9])[CH2:3][CH2:2]1.[F:10][C:11]([F:22])([F:21])[C:12]([C:17]([F:20])([F:19])[F:18])([CH3:16])[C:13](F)=[O:14].C(N(CC)CC)C, predict the reaction product. The product is: [F:10][C:11]([F:21])([F:22])[C:12]([C:17]([F:18])([F:20])[F:19])([CH3:16])[C:13]([O:9][CH2:8][CH2:7][N:4]1[CH2:5][CH2:6][O:1][CH2:2][CH2:3]1)=[O:14]. (2) Given the reactants [CH3:1][C:2]([CH3:59])([CH2:10][C:11]([O:13][C@H:14]1[CH2:31][CH2:30][C@@:29]2([CH3:32])[C@@H:16]([CH2:17][CH2:18][C@:19]3([CH3:56])[C@@H:28]2[CH2:27][CH2:26][C@H:25]2[C@@:20]3([CH3:55])[CH2:21][CH2:22][C@@:23]3(/[CH:40]=[CH:41]/[C:42]([NH:44][C:45]4([C:48]5[CH:53]=[CH:52][C:51]([Cl:54])=[CH:50][CH:49]=5)[CH2:47][CH2:46]4)=[O:43])[CH2:35][C:34](=[O:36])[C:33]([CH:37]([CH3:39])[CH3:38])=[C:24]32)[C:15]1([CH3:58])[CH3:57])=[O:12])[C:3]([O:5]C(C)(C)C)=[O:4].[C:60]([OH:66])([C:62]([F:65])([F:64])[F:63])=[O:61].CC#N, predict the reaction product. The product is: [C:60]([OH:66])([C:62]([F:65])([F:64])[F:63])=[O:61].[OH2:4].[Cl:54][C:51]1[CH:50]=[CH:49][C:48]([C:45]2([NH:44][C:42](=[O:43])/[CH:41]=[CH:40]/[C@:23]34[CH2:35][C:34](=[O:36])[C:33]([CH:37]([CH3:38])[CH3:39])=[C:24]3[C@@H:25]3[C@@:20]([CH3:55])([CH2:21][CH2:22]4)[C@@:19]4([CH3:56])[C@@H:28]([C@:29]5([CH3:32])[C@@H:16]([CH2:17][CH2:18]4)[C:15]([CH3:58])([CH3:57])[C@@H:14]([O:13][C:11](=[O:12])[CH2:10][C:2]([CH3:1])([CH3:59])[C:3]([OH:5])=[O:4])[CH2:31][CH2:30]5)[CH2:27][CH2:26]3)[CH2:47][CH2:46]2)=[CH:53][CH:52]=1. (3) Given the reactants [Na].[CH3:2][CH2:3][OH:4].[F:5][C:6]1[CH:16]=[CH:15][C:9]([O:10][CH2:11][CH:12]2[CH2:14][O:13]2)=[CH:8][CH:7]=1, predict the reaction product. The product is: [CH2:3]([O:4][CH2:14][CH:12]([OH:13])[CH2:11][O:10][C:9]1[CH:15]=[CH:16][C:6]([F:5])=[CH:7][CH:8]=1)[CH3:2]. (4) The product is: [Br:11][C:10]1[C:4]2[C:5](=[CH:6][N:7]=[C:2]([CH3:1])[CH:3]=2)[NH:8][N:9]=1. Given the reactants [CH3:1][C:2]1[CH:3]=[C:4]2[CH:10]=[N:9][NH:8][C:5]2=[CH:6][N:7]=1.[Br:11]Br.[OH-].[Na+], predict the reaction product.